From a dataset of Experimentally validated miRNA-target interactions with 360,000+ pairs, plus equal number of negative samples. Binary Classification. Given a miRNA mature sequence and a target amino acid sequence, predict their likelihood of interaction. (1) The miRNA is hsa-miR-548ak with sequence AAAAGUAACUGCGGUUUUUGA. The protein sequence of the target gene is MARAGWTSPVPLCVCLLLTCGFAEAGKLLVVPMDGSHWFTMQSVVEKLILRGHEVVVVMPEVSWQLERSLNCTVKTYSTSYTLEDQNREFMVFAHAQWKAQAQSIFSLLMSSSSGFLDLFFSHCRSLFNDRKLVEYLKESSFDAVFLDPFDTCGLIVAKYFSLPSVVFTRGIFCHHLEEGAQCPAPLSYVPNDLLGFSDAMTFKERVWNHIVHLEDHLFCQYLFRNALEIASEILQTPVTAYDLYSHTSIWLLRTDFVLDYPKPVMPNMIFIGGINCHQGKPLPMEFEAYINASGEHGIV.... Result: 0 (no interaction). (2) The miRNA is hsa-miR-216a-5p with sequence UAAUCUCAGCUGGCAACUGUGA. The protein sequence of the target gene is MIEDTMTLLSLLGRIMRYFLLRPETLFLLCISLALWSYFFHTDEVKTIVKSSRDAVKMVKGKVAEIMQNDRLGGLDVLEAEFSKTWEFKNHNVAVYSIQGRRDHMEDRFEVLTDLANKTHPSIFGIFDGHGGETAAEYVKSRLPEALKQHLQDYEKDKENSVLSYQTILEQQILSIDREMLEKLTVSYDEAGTTCLIALLSDKDLTVANVGDSRGVLCDKDGNAIPLSHDHKPYQLKERKRIKRAGGFISFNGSWRVQGILAMSRSLGDYPLKNLNVVIPDPDILTFDLDKLQPEFMILA.... Result: 1 (interaction). (3) The miRNA is hsa-miR-4462 with sequence UGACACGGAGGGUGGCUUGGGAA. The protein sequence of the target gene is MQVPQDGEDLAGQPWYHGLLSRQKAEALLQQNGDFLVRASGSRGGNPVISCRWRGSALHFEVFRVALRPRPGRPTALFQLEDEQFPSIPALVHSYMTGRRPLSQATGAVVSRPVTWQGPLRRSFSEDTLMDGPARIEPLRARKWSNSQPADLAHMGRSREDPAGMEASTMPISALPRTSSDPVLLKAPAPLGTVADSLRASDGQLQAKAPTKPPRTPSFELPDASERPPTYCELVPRVPSVQGTSPSQSCPEPEAPWWEAEEDEEEENRCFTRPQAEISFCPHDAPSCLLGPQNRPLEPQ.... Result: 0 (no interaction). (4) The miRNA is hsa-miR-761 with sequence GCAGCAGGGUGAAACUGACACA. The protein sequence of the target gene is MQLEHCLSPSIMLSKKFLNVSSSYPHSGGSELVLHDHPIISTTDNLERSSPLKKITRGMTNQSDTDNFPDSKDSPGDVQRSKLSPVLDGVSELRHSFDGSAADRYLLSQSSQPQSAATAPSAMFPYPSQHGPAHPAFSIGSPSRYMAHHPVITNGAYNSLLSNSSPQGYPTAGYPYPQQYGHSYQGAPFYQFSSTQPGLVPGKAQVYLCNRPLWLKFHRHQTEMIITKQGRRMFPFLSFNISGLDPTAHYNIFVDVILADPNHWRFQGGKWVPCGKADTNVQGNRVYMHPDSPNTGAHWM.... Result: 0 (no interaction). (5) Result: 0 (no interaction). The protein sequence of the target gene is MSSVAVLTQESFAEHRSGLVPQQIKVATLNSEEESDPPTYKDAFPPLPEKAACLESAQEPSGAWGNKIRPIKASVITQVFHVPLEERKYKDMNQFGEGEQAKICLEIMQRTGAHLELSLAKDQGLSIMVSGKLDAVMKARKDIVARLQTQASATVAIPKEHHRFVIGKNGEKLQDLELKTATKIQIPRPDDPSNQIKITGTKEGIEKARHEVLLISAEQDKRAVERLEVEKAFHPFIAGPYNRLVGEIMQETGTRINIPPPSVNRTEIVFTGEKEQLAQAVARIKKIYEEKKKKTTTIAV.... The miRNA is hsa-miR-3689a-3p with sequence CUGGGAGGUGUGAUAUCGUGGU.